From a dataset of Forward reaction prediction with 1.9M reactions from USPTO patents (1976-2016). Predict the product of the given reaction. (1) Given the reactants [Cl:1][C:2]1[CH:3]=[C:4]([C:9]2([C:21]3[CH:26]=[C:25]([Cl:27])[CH:24]=[C:23]([Cl:28])[CH:22]=3)[O:13][C:12]3[CH:14]=[CH:15][C:16]([C:18]([OH:20])=O)=[CH:17][C:11]=3[O:10]2)[CH:5]=[C:6]([Cl:8])[CH:7]=1.[NH:29]1[CH2:34][CH2:33][O:32][CH2:31][CH2:30]1, predict the reaction product. The product is: [Cl:1][C:2]1[CH:3]=[C:4]([C:9]2([C:21]3[CH:26]=[C:25]([Cl:27])[CH:24]=[C:23]([Cl:28])[CH:22]=3)[O:13][C:12]3[CH:14]=[CH:15][C:16]([C:18]([N:29]4[CH2:34][CH2:33][O:32][CH2:31][CH2:30]4)=[O:20])=[CH:17][C:11]=3[O:10]2)[CH:5]=[C:6]([Cl:8])[CH:7]=1. (2) Given the reactants [NH4+].[OH-].Cl.[CH3:4][C:5]1[C:10]([C:11]([OH:13])=[O:12])=[CH:9][N:8]=[CH:7][CH:6]=1, predict the reaction product. The product is: [CH3:4][CH:5]1[CH2:6][CH2:7][NH:8][CH2:9][CH:10]1[C:11]([OH:13])=[O:12].